Dataset: Catalyst prediction with 721,799 reactions and 888 catalyst types from USPTO. Task: Predict which catalyst facilitates the given reaction. (1) Reactant: [H-].[Na+].[CH3:3][O:4][C:5]1[CH:6]=[CH:7][C:8]([NH:15][C:16]2[N:20]([C:21]3[CH:26]=[CH:25][CH:24]=[CH:23][C:22]=3[CH3:27])[N:19]=[C:18]([CH3:28])[C:17]=2[C:29]2[CH:34]=[CH:33][CH:32]=[CH:31][CH:30]=2)=[C:9]([CH:14]=1)[C:10]([O:12][CH3:13])=[O:11].I[CH3:36].O. Product: [CH3:3][O:4][C:5]1[CH:6]=[CH:7][C:8]([N:15]([CH3:36])[C:16]2[N:20]([C:21]3[CH:26]=[CH:25][CH:24]=[CH:23][C:22]=3[CH3:27])[N:19]=[C:18]([CH3:28])[C:17]=2[C:29]2[CH:34]=[CH:33][CH:32]=[CH:31][CH:30]=2)=[C:9]([CH:14]=1)[C:10]([O:12][CH3:13])=[O:11]. The catalyst class is: 3. (2) Reactant: [CH3:1][O:2][C:3](=[O:28])[C:4]1[CH:9]=[C:8](I)[CH:7]=[C:6]([C:11](=[O:27])[C:12]2[CH:17]=[CH:16][C:15]([N:18]([C:20]3[CH:25]=[CH:24][C:23]([Cl:26])=[CH:22][CH:21]=3)[CH3:19])=[CH:14][N:13]=2)[CH:5]=1.[C:29]1([OH:35])[CH:34]=[CH:33][CH:32]=[CH:31][CH:30]=1.CN(C)CC(O)=O.Cl.C([O-])([O-])=O.[Cs+].[Cs+]. Product: [CH3:1][O:2][C:3](=[O:28])[C:4]1[CH:9]=[C:8]([O:35][C:29]2[CH:34]=[CH:33][CH:32]=[CH:31][CH:30]=2)[CH:7]=[C:6]([C:11](=[O:27])[C:12]2[CH:17]=[CH:16][C:15]([N:18]([C:20]3[CH:25]=[CH:24][C:23]([Cl:26])=[CH:22][CH:21]=3)[CH3:19])=[CH:14][N:13]=2)[CH:5]=1. The catalyst class is: 321. (3) Reactant: [CH2:1]([C:3]1[CH:8]=[CH:7][CH:6]=[CH:5][N:4]=1)[CH3:2].[CH2:9]([Li])[CH2:10][CH2:11][CH3:12].BrCCC=C.O. The catalyst class is: 7. Product: [CH3:2][CH:1]([C:3]1[CH:8]=[CH:7][CH:6]=[CH:5][N:4]=1)[CH2:12][CH2:11][CH:10]=[CH2:9].